From a dataset of Forward reaction prediction with 1.9M reactions from USPTO patents (1976-2016). Predict the product of the given reaction. (1) The product is: [F:1][C:2]1[C:7]([F:8])=[CH:6][CH:5]=[CH:4][C:3]=1[C@:9]([OH:13])([CH2:17][N+:14]([O-:16])=[O:15])[CH:10]([F:11])[F:12]. Given the reactants [F:1][C:2]1[C:7]([F:8])=[CH:6][CH:5]=[CH:4][C:3]=1[C:9](=[O:13])[CH:10]([F:12])[F:11].[N+:14]([CH3:17])([O-:16])=[O:15], predict the reaction product. (2) Given the reactants [CH2:1]([N:8]1[C:12]2([CH2:17][CH2:16][N:15]([C:18](=[O:27])[C:19]3[CH:24]=[CH:23][CH:22]=[C:21]([F:25])[C:20]=3[F:26])[CH2:14][CH2:13]2)[NH:11][C@@H:10]([CH2:28][C:29]2[CH:34]=[CH:33][CH:32]=[CH:31][CH:30]=2)[C:9]1=[O:35])[C:2]1[CH:7]=[CH:6][CH:5]=[CH:4][CH:3]=1.O.CCOCC.C[Si]([Cl:46])(C)C, predict the reaction product. The product is: [ClH:46].[CH2:1]([N:8]1[C:12]2([CH2:17][CH2:16][N:15]([C:18](=[O:27])[C:19]3[CH:24]=[CH:23][CH:22]=[C:21]([F:25])[C:20]=3[F:26])[CH2:14][CH2:13]2)[NH:11][C@@H:10]([CH2:28][C:29]2[CH:30]=[CH:31][CH:32]=[CH:33][CH:34]=2)[C:9]1=[O:35])[C:2]1[CH:7]=[CH:6][CH:5]=[CH:4][CH:3]=1. (3) Given the reactants C(OC(=O)[CH:5]([C:8]1[CH:13]=[C:12]([C:14]2[CH:19]=[CH:18][CH:17]=[CH:16][C:15]=2[CH3:20])[C:11]([C:21](=[O:39])[N:22]([CH2:24][C:25]2[CH:30]=[C:29]([C:31]([F:34])([F:33])[F:32])[CH:28]=[C:27]([C:35]([F:38])([F:37])[F:36])[CH:26]=2)[CH3:23])=[CH:10][N:9]=1)[C:6]#[N:7])C.[Cl-].[Li+], predict the reaction product. The product is: [F:37][C:35]([F:36])([F:38])[C:27]1[CH:26]=[C:25]([CH:30]=[C:29]([C:31]([F:34])([F:32])[F:33])[CH:28]=1)[CH2:24][N:22]([CH3:23])[C:21](=[O:39])[C:11]1[C:12]([C:14]2[CH:19]=[CH:18][CH:17]=[CH:16][C:15]=2[CH3:20])=[CH:13][C:8]([CH2:5][C:6]#[N:7])=[N:9][CH:10]=1. (4) Given the reactants [CH3:1][N:2]([CH3:33])[CH2:3][C@@H:4]([CH3:32])[O:5][C:6]1[CH:15]=[CH:14][CH:13]=[C:12]2[C:7]=1[C:8]([NH:16][C:17]1[CH:22]=[CH:21][C:20]([O:23][CH2:24][C:25]3[CH:30]=C[CH:28]=[CH:27][N:26]=3)=[C:19]([CH3:31])[CH:18]=1)=[N:9][CH:10]=[N:11]2.CS(OCC1C=NC=C[N:41]=1)(=O)=O, predict the reaction product. The product is: [CH3:33][N:2]([CH3:1])[CH2:3][C@@H:4]([CH3:32])[O:5][C:6]1[CH:15]=[CH:14][CH:13]=[C:12]2[C:7]=1[C:8]([NH:16][C:17]1[CH:22]=[CH:21][C:20]([O:23][CH2:24][C:25]3[CH:30]=[N:41][CH:28]=[CH:27][N:26]=3)=[C:19]([CH3:31])[CH:18]=1)=[N:9][CH:10]=[N:11]2. (5) Given the reactants [CH2:1]([O:3][C:4]1[N:5]([C:14]2[CH:19]=[CH:18][C:17]([O:20][CH2:21][C:22]([F:25])([F:24])[F:23])=[CH:16][CH:15]=2)[C:6](=[O:13])[C:7]2[CH:12]=[CH:11][NH:10][C:8]=2[N:9]=1)[CH3:2].[C:26]([OH:29])(=[O:28])[CH3:27].[C:26]([OH:29])(=[O:28])[CH3:27].I(C1C=CC=CC=1)=O, predict the reaction product. The product is: [C:26]([O:29][C:11]1[NH:10][C:8]2[N:9]=[C:4]([O:3][CH2:1][CH3:2])[N:5]([C:14]3[CH:15]=[CH:16][C:17]([O:20][CH2:21][C:22]([F:24])([F:25])[F:23])=[CH:18][CH:19]=3)[C:6](=[O:13])[C:7]=2[CH:12]=1)(=[O:28])[CH3:27]. (6) Given the reactants [CH2:1]([O:4][C:5]([NH:7][C:8]1[S:9][CH:10]=[C:11]([CH:13]([CH:19]=[O:20])[C:14](OCC)=[O:15])[N:12]=1)=[O:6])[CH:2]=[CH2:3].C(O)C.O.[BH4-].[Na+], predict the reaction product. The product is: [OH:15][CH2:14][CH:13]([C:11]1[N:12]=[C:8]([NH:7][C:5](=[O:6])[O:4][CH2:1][CH:2]=[CH2:3])[S:9][CH:10]=1)[CH2:19][OH:20].